Dataset: Reaction yield outcomes from USPTO patents with 853,638 reactions. Task: Predict the reaction yield, written as a fraction of the theoretical maximum amount of product (1.0 means a 100% yield; for example, 0.34 means a 34% yield). (1) The reactants are C[C:2]1[CH:3]=[C:4]([CH:18]=[C:19](C)[CH:20]=1)[O:5][CH2:6][C:7]([NH:9][CH2:10][CH2:11][CH2:12][CH2:13][CH2:14][C:15]([OH:17])=[O:16])=[O:8].[N+:22]([C:25]1[CH:26]=[C:27]([S:31]([CH2:34][CH2:35]O)(=[O:33])=[O:32])[CH:28]=[CH:29][CH:30]=1)([O-:24])=[O:23].O.C1(C)C=CC(S(O)(=O)=O)=CC=1.O. The catalyst is C1C=CC=CC=1. The product is [N+:22]([C:25]1[CH:26]=[C:27]([S:31]([CH2:34][CH2:35][O:17][C:15](=[O:16])[CH2:14][CH2:13][CH2:12][CH2:11][CH2:10][NH:9][C:7](=[O:8])[CH2:6][O:5][C:4]2[CH:3]=[CH:2][CH:20]=[CH:19][CH:18]=2)(=[O:33])=[O:32])[CH:28]=[CH:29][CH:30]=1)([O-:24])=[O:23]. The yield is 0.890. (2) The reactants are [OH:1][C:2]1[CH:7]=[CH:6][C:5]([C:8]([C:10]2[CH:15]=[CH:14][C:13]([OH:16])=[CH:12][CH:11]=2)=O)=[CH:4][CH:3]=1.[C:17]([C:21]1[CH:26]=[CH:25][C:24]([O:27][CH2:28][CH2:29][CH2:30][C:31]([O:33][CH2:34][CH3:35])=[O:32])=[CH:23][CH:22]=1)(=O)[CH2:18][CH3:19]. No catalyst specified. The product is [CH2:18]([C:17]([C:21]1[CH:26]=[CH:25][C:24]([O:27][CH2:28][CH2:29][CH2:30][C:31]([O:33][CH2:34][CH3:35])=[O:32])=[CH:23][CH:22]=1)=[C:8]([C:10]1[CH:15]=[CH:14][C:13]([OH:16])=[CH:12][CH:11]=1)[C:5]1[CH:6]=[CH:7][C:2]([OH:1])=[CH:3][CH:4]=1)[CH3:19]. The yield is 0.760. (3) No catalyst specified. The yield is 0.830. The reactants are [CH3:1][N:2]([CH3:23])[CH2:3][CH2:4][NH:5][C:6]([C:8]1([CH3:22])[CH2:17][CH2:16][C:15]2[C:10](=[C:11]([CH3:21])[C:12]([CH3:20])=[C:13]([OH:19])[C:14]=2[CH3:18])[O:9]1)=[O:7].[O:24]=[N+]([O-])[O-].[O-][N+](=O)[O-].[O-][N+](=O)[O-].[O-][N+](=O)[O-].[O-][N+](=O)[O-].[O-][N+](=O)[O-].[Ce+4].[NH4+].[NH4+].C([O-])(O)=O.[Na+]. The product is [CH3:1][N:2]([CH3:23])[CH2:3][CH2:4][NH:5][C:6](=[O:7])[C:8]([OH:24])([CH3:22])[CH2:17][CH2:16][C:15]1[C:10](=[O:9])[C:11]([CH3:21])=[C:12]([CH3:20])[C:13](=[O:19])[C:14]=1[CH3:18]. (4) The reactants are [NH2:1][C:2]1[CH:3]=[C:4](B(O)O)[CH:5]=[CH:6][CH:7]=1.Br[C:12]1[N:16]2[N:17]=[CH:18][C:19]([C:21]([F:24])([F:23])[F:22])=[N:20][C:15]2=[N:14][CH:13]=1. No catalyst specified. The product is [F:24][C:21]([F:22])([F:23])[C:19]1[CH:18]=[N:17][N:16]2[C:12]([C:4]3[CH:3]=[C:2]([NH2:1])[CH:7]=[CH:6][CH:5]=3)=[CH:13][N:14]=[C:15]2[N:20]=1. The yield is 0.410.